Dataset: Experimentally validated miRNA-target interactions with 360,000+ pairs, plus equal number of negative samples. Task: Binary Classification. Given a miRNA mature sequence and a target amino acid sequence, predict their likelihood of interaction. (1) The miRNA is mmu-miR-6998-3p with sequence AGAGCUGCUCUGUGCCCACACA. The protein sequence of the target gene is MSMLRLQKRLASSVLRCGKKKVWLDPNETNEIANANSRQQIRKLIKDGLIIRKPVTVHSRARCRKNTLARRKGRHMGIGKRKGTANARMPEKVTWMRRMRILRRLLRRYRESKKIDRHMYHSLYLKVKGNVFKNKRILMEHIHKLKADKARKKLLADQAEARRSKTKEARKRREERLQAKKEEIIKTLSKEEETKK. Result: 0 (no interaction). (2) The protein sequence of the target gene is MMWTWALWMLPSLCKFSLAALPAKPENISCVYYYRKNLTCTWSPGKETSYTQYTVKRTYAFGEKHDNCTTNSSTSENRASCSFFLPRITIPDNYTIEVEAENGDGVIKSHMTYWRLENIAKTEPPKIFRVKPVLGIKRMIQIEWIKPELAPVSSDLKYTLRFRTVNSTSWMEVNFAKNRKDKNQTYNLTGLQPFTEYVIALRCAVKESKFWSDWSQEKMGMTEEEAPCGLELWRVLKPAEADGRRPVRLLWKKARGAPVLEKTLGYNIWYYPESNTNLTETMNTTNQQLELHLGGESFWV.... The miRNA is hsa-miR-6743-5p with sequence AAGGGGCAGGGACGGGUGGCCC. Result: 1 (interaction). (3) The protein sequence of the target gene is MAALAPVGSPASRGPRLAAGLRLLPMLGLLQLLAEPGLGRVHHLALKDDVRHKVHLNTFGFFKDGYMVVNVSSLSLNEPEDKDVTIGFSLDRTKNDGFSSYLDEDVNYCILKKQSVSVTLLILDISRSEVRVKSPPEAGTQLPKIIFSRDEKVLGQSQEPNVNPASAGNQTQKTQDGGKSKRSTVDSKAMGEKSFSVHNNGGAVSFQFFFNISTDDQEGLYSLYFHKCLGKELPSDKFTFSLDIEITEKNPDSYLSAGEIPLPKLYISMAFFFFLSGTIWIHILRKRRNDVFKIHWLMAA.... Result: 1 (interaction). The miRNA is hsa-miR-4635 with sequence UCUUGAAGUCAGAACCCGCAA. (4) The miRNA is hsa-miR-145-5p with sequence GUCCAGUUUUCCCAGGAAUCCCU. The protein sequence of the target gene is MLTFMASDSEEEVCDERTSLMSAESPTSRSCQDSRPGPEDGENTAQWRSQENEDDCEEDPDHYACSGVPGRPSGLEEELTLKYGAKHVIMLFVPVTLCMIVVVATIKSVRFYTEKNGQLIYTPFTEDTPSVGQRLLNSVLNTLIMISVIVVMTIFLVVLYKYRCYKFIHGWLIMSSLMLLFLFTYIYLGEVFKTYNVAMDYPTLFLAVWNFGAVGMVCIHWKGPLVLQQAYLIVISALMALVFIKYLPEWSAWVILGAISVYDLVAVLCPKGPLRMLVETAQERNEPIFPALIYSSAMVW.... Result: 0 (no interaction).